Dataset: hERG potassium channel inhibition data for cardiac toxicity prediction from Karim et al.. Task: Regression/Classification. Given a drug SMILES string, predict its toxicity properties. Task type varies by dataset: regression for continuous values (e.g., LD50, hERG inhibition percentage) or binary classification for toxic/non-toxic outcomes (e.g., AMES mutagenicity, cardiotoxicity, hepatotoxicity). Dataset: herg_karim. (1) The compound is CCn1cc([C@@]2(c3nnc(C)o3)N[C@@H](c3nc(-c4ccc(F)cn4)c[nH]3)Cc3c2[nH]c2ccccc32)cn1. The result is 1 (blocker). (2) The compound is Cc1cc(C)nc(N2C[C@H]3CN(C(=O)c4c(C)cccc4-n4nccn4)C[C@H]3C2)n1. The result is 1 (blocker).